This data is from NCI-60 drug combinations with 297,098 pairs across 59 cell lines. The task is: Regression. Given two drug SMILES strings and cell line genomic features, predict the synergy score measuring deviation from expected non-interaction effect. (1) Drug 1: CC(C1=C(C=CC(=C1Cl)F)Cl)OC2=C(N=CC(=C2)C3=CN(N=C3)C4CCNCC4)N. Drug 2: C1CCC(C(C1)N)N.C(=O)(C(=O)[O-])[O-].[Pt+4]. Cell line: MALME-3M. Synergy scores: CSS=19.4, Synergy_ZIP=-1.71, Synergy_Bliss=5.80, Synergy_Loewe=3.14, Synergy_HSA=5.59. (2) Cell line: UACC-257. Drug 1: CC(C)(C#N)C1=CC(=CC(=C1)CN2C=NC=N2)C(C)(C)C#N. Synergy scores: CSS=20.5, Synergy_ZIP=4.06, Synergy_Bliss=7.26, Synergy_Loewe=3.91, Synergy_HSA=4.26. Drug 2: CC12CCC3C(C1CCC2OP(=O)(O)O)CCC4=C3C=CC(=C4)OC(=O)N(CCCl)CCCl.[Na+]. (3) Drug 1: COC1=CC(=CC(=C1O)OC)C2C3C(COC3=O)C(C4=CC5=C(C=C24)OCO5)OC6C(C(C7C(O6)COC(O7)C8=CC=CS8)O)O. Drug 2: CN(CCCl)CCCl.Cl. Cell line: UACC62. Synergy scores: CSS=21.8, Synergy_ZIP=-8.18, Synergy_Bliss=-4.05, Synergy_Loewe=-11.4, Synergy_HSA=-3.91.